This data is from Experimentally validated miRNA-target interactions with 360,000+ pairs, plus equal number of negative samples. The task is: Binary Classification. Given a miRNA mature sequence and a target amino acid sequence, predict their likelihood of interaction. (1) The miRNA is hsa-miR-6816-3p with sequence GAAGGACCUGCACCUUCG. The protein sequence of the target gene is MADDLGDEWWENQPTGAGSSPEASDGEGEGDTEVMQQETVPVPVPSEKTKQPKECFLIQPKERKENTTKTRKRRKKKITDVLAKSEPKPGLPEDLQKLMKDYYSSRRLVIELEELNLPDSCFLKANDLTHSLSSYLKEICPKWVKLRKNHSEKKSVLMLIICSSAVRALELIRSMTAFRGDGKVIKLFAKHIKVQAQVKLLEKRVVHLGVGTPGRIKELVKQGGLNLSPLKFLVFDWNWRDQKLRRMMDIPEIRKEVFELLEMGVLSLCKSESLKLGLF. Result: 0 (no interaction). (2) The protein sequence of the target gene is MDLEAVCKRSALHAKPQGLILQYGTAGFRTNAQHLDHIMFRMGLLAVLRSKQTRSTIGVMVTASHNPEEDNGVKLVDPLGEMLAPSWEEHATCLASAEEQDVRQVLAAIVEKEAVDLTQTAFVVIARDTRPSSEKLSQSVIDGVTVLGGQFHDYGLLTTPQLHYMVYCRNSGGRYGQATVEGYCQKLSKAFVDLTNQVSCSGDVKRSVKVDCANGIGALKLREMEHYFSRGLSVLLFNDGTQGRLNHLCGADFVKSQQKPPQGIEMKSGERCCSFDGDADRIVYYYCDADGHFHLIDGDK.... The miRNA is mmu-miR-466a-5p with sequence UAUGUGUGUGUACAUGUACAUA. Result: 1 (interaction). (3) The miRNA is rno-miR-212-3p with sequence UAACAGUCUCCAGUCACGGCCA. The protein sequence of the target gene is MFYAHFVLSKRGPLAKIWLAAHWDKKLTKAHVFECNLESSVESIISPKVKMALRTSGHLLLGVVRIYHRKAKYLLADCNEAFIKIKMAFRPGVVDLPEENREAAYNAITLPEEFHDFDQPLPDLDDIDVAQQFSLNQSRVEEITMREEVGNISILQENDFGDFGMDDREIMREGSAFEDDDMLVSTSASNLLLEPEQSTSNLNEKMNHLEYEDQYKDDNFGEGNDGGILDDKLISNNDGGIFDDPPALSEAGVMLPEQPAHDDMDEDDNGSLGGPDSPDSVDPVEPMPTMTDQTTLVPNE.... Result: 0 (no interaction). (4) The protein sequence of the target gene is MDFPGHFEQIFQQLNYQRLHGQLCDCVIVVGNRHFKAHRSVLAACSTHFRALFSVAEGDQTMNMIQLDSEVVTAEAFAALIDMMYTSTLMLGESNVMDVLLAASHLHLNSVVKACKHYLTTRTLPMSPPSERVQEQSARMQRSFMLQQLGLSIVSSALNSSQNGEEQPAPMSSSMRSNLDQRTPFPMRRLHKRKQSAEERARQRLRPSIDESAISDVTPENGPSGVHSREEFFSPDSLKIVDNPKADGMTDNQEDSAIMFDQSFGTQEDAQVPSQSDNSAGNMAQLSMASRATQVETSFD.... Result: 1 (interaction). The miRNA is hsa-miR-187-5p with sequence GGCUACAACACAGGACCCGGGC. (5) The miRNA is hsa-miR-6816-5p with sequence UGGGGCGGGGCAGGUCCCUGC. The protein sequence of the target gene is MPLRDETLREVWASDSGHEEESLSPEAPRRPKQRPAPAQRLRKKRTEAPESPCPTGSKPRKPGAGRTGRPREEPSPDPAQARAPQTVYARFLRDPEAKKRDPRETFLVARAPDAEDEEEEEEEDEEDEEEEAEEKKEKILLPPKKPLREKSSADLKERRAKAQGPRGDLGSPDPPPKPLRVRNKEAPAGEGTKMRKTKKKGSGEADKDPSGSPASARKSPAAMFLVGEGSPDKKALKKKGTPKGARKEEEEEEEAATVIKKSNQKGKAKGKGKKKAKEERAPSPPVEVDEPREFVLRPAP.... Result: 1 (interaction). (6) The miRNA is hsa-miR-1249-3p with sequence ACGCCCUUCCCCCCCUUCUUCA. The protein sequence of the target gene is MATTAELFEEPFVADEYIERLVWRTPGGGSRGGPEAFDPKRLLEEFVNHIQELQIMDERIQRKVEKLEQQCQKEAKEFAKKVQELQKSNQVAFQHFQELDEHISYVATKVCHLGDQLEGVNTPRQRAVEAQKLMKYFNEFLDGELKSDVFTNSEKIKEAADVIQKLHLIAQELPFDRFSEVKSKIASKYHDLECQLIQEFTSAQRRGEVSRMREVAAVLLHFKGYSHCIDVYIKQCQEGAYLRNDIFEDAAILCQRVNKQVGDIFSNPEAVLAKLIQSVFEIKLQSFVKDQLEECRKSDA.... Result: 0 (no interaction). (7) The miRNA is hsa-miR-4490 with sequence UCUGGUAAGAGAUUUGGGCAUA. The protein sequence of the target gene is MEGQDEVSAREQHFHSQVRESTICFLLFAILYIVSYFIIIRYKRKSDEQEDEDAVVNRISLFLSTFTLAVSAGAVLLLPFSIISNEILLAFPHNYYIQWLNGSLIHGLWNLASLFSNLCLFVLMPFAFFFLESEGFAGLKKGIRARILETLVMLLLLALLILGMVWVASALIDSDAASMESLYDLWEFYLPYLYSCISLMGCLLLLLCTPVGLSRMFTVMGQLLVKPAILEDLDEQIYMITLEEEALQRRLHGLSSSVEYNVMELEQELENVKILKTKLERRKKASAWERNLVYPAVMVL.... Result: 0 (no interaction). (8) The miRNA is hsa-miR-7856-5p with sequence UUUUAAGGACACUGAGGGAUC. Result: 0 (no interaction). The protein sequence of the target gene is MTLAAYKEKMKELPLVSLFCSCFLADPLNKSSYKYEADTVDLNWCVISDMEVIELNKCTSGQSFEVILKPPSFDGVPEFNASLPRRRDPSLEEIQKKLEAAEERRKYQEAELLKHLAEKREHEREVIQKAIEENNNFIKMAKEKLAQKMESNKENREAHLAAMLERLQEKDKHAEEVRKNKELKEEASR. (9) The miRNA is hsa-miR-6893-3p with sequence CCCUGCUGCCUUCACCUGCCAG. The protein sequence of the target gene is MFFKMKNEIDNDPESEKCIKDSTIMRREPQNILSPLMLPNLEIPFSVKDIISRIERAQLHRAREDIDMQLSEIMNNVHRIMTRYTLVFNSSSERNVSLTEHKKKQRTNFLEKMATYAKTIEIREKTLANILAWLEEWNDVLSEMTLMDVDEHHHWIAQMELLPDTLKAIENNVKILSRFSTSFLDEKKKQKKKILSRGTLWKSWKERVIKRPSTARALRPDQMISDQLATNTKVSEIQGMLQELIGTTMFSTLENNAIKYISSTIVNLSTALSMLNDELKCVNFQSSTVYAHETSEAEKE.... Result: 0 (no interaction).